Dataset: Forward reaction prediction with 1.9M reactions from USPTO patents (1976-2016). Task: Predict the product of the given reaction. The product is: [CH3:1][C:2]([C:4]1[CH:9]=[CH:8][C:7]([C:11]2[CH:16]=[CH:15][CH:14]=[CH:13][CH:12]=2)=[CH:6][CH:5]=1)=[O:3]. Given the reactants [CH3:1][C:2]([C:4]1[CH:9]=[CH:8][C:7](Cl)=[CH:6][CH:5]=1)=[O:3].[C:11]1(B(O)O)[CH:16]=[CH:15][CH:14]=[CH:13][CH:12]=1.[F-].[Cs+], predict the reaction product.